This data is from Full USPTO retrosynthesis dataset with 1.9M reactions from patents (1976-2016). The task is: Predict the reactants needed to synthesize the given product. (1) Given the product [Cl:1][C:2]1[CH:3]=[CH:4][C:5]([O:22][CH2:23][C:24]2[NH:28][N:27]=[N:26][N:25]=2)=[C:6]2[C:11]=1[N:10]=[C:9]([CH3:12])[C:8]([CH2:13][C:14]1[CH:19]=[CH:18][C:17]([Cl:20])=[CH:16][CH:15]=1)=[C:7]2[CH3:21], predict the reactants needed to synthesize it. The reactants are: [Cl:1][C:2]1[CH:3]=[CH:4][C:5]([O:22][CH2:23][C:24]#[N:25])=[C:6]2[C:11]=1[N:10]=[C:9]([CH3:12])[C:8]([CH2:13][C:14]1[CH:19]=[CH:18][C:17]([Cl:20])=[CH:16][CH:15]=1)=[C:7]2[CH3:21].[N-:26]=[N+:27]=[N-:28].[Na+].[Cl-].[NH4+].CN(C)C=O. (2) Given the product [F:1][C:2]1[CH:3]=[C:4]([CH2:8][C:9]([O:11][CH3:12])=[O:10])[CH:5]=[CH:6][C:7]=1[N+:13]([O-:15])=[O:14], predict the reactants needed to synthesize it. The reactants are: [F:1][C:2]1[CH:3]=[C:4]([CH2:8][C:9]([O:11][CH3:12])=[O:10])[CH:5]=[CH:6][CH:7]=1.[N+:13]([O-])([OH:15])=[O:14]. (3) The reactants are: Cl.[OH:2][NH2:3].[CH:4]([C@H:6]1[CH2:11][CH2:10][C@H:9]([C:12]([O:14][CH3:15])=[O:13])[CH2:8][CH2:7]1)=O.C(=O)([O-])O.[Na+]. Given the product [OH:2]/[N:3]=[CH:4]/[C@H:6]1[CH2:11][CH2:10][C@H:9]([C:12]([O:14][CH3:15])=[O:13])[CH2:8][CH2:7]1, predict the reactants needed to synthesize it. (4) Given the product [OH:13][C:14]([CH3:53])([CH3:54])[CH2:15][N:16]1[C:24]2[CH2:23][CH2:22][CH:21]([N:25]3[C:30](=[O:31])[C:29]([CH2:32][C:33]4[CH:38]=[CH:37][C:36]([C:39]5[CH:44]=[CH:43][CH:42]=[CH:41][C:40]=5[C:45]5[NH:3][C:4](=[O:7])[O:5][N:46]=5)=[CH:35][CH:34]=4)=[C:28]([CH2:47][CH2:48][CH3:49])[N:27]4[N:50]=[CH:51][N:52]=[C:26]34)[CH2:20][C:19]=2[CH:18]=[N:17]1, predict the reactants needed to synthesize it. The reactants are: [Cl-].O[NH3+:3].[C:4](=[O:7])([O-])[OH:5].[Na+].CS(C)=O.[OH:13][C:14]([CH3:54])([CH3:53])[CH2:15][N:16]1[C:24]2[CH2:23][CH2:22][CH:21]([N:25]3[C:30](=[O:31])[C:29]([CH2:32][C:33]4[CH:38]=[CH:37][C:36]([C:39]5[C:40]([C:45]#[N:46])=[CH:41][CH:42]=[CH:43][CH:44]=5)=[CH:35][CH:34]=4)=[C:28]([CH2:47][CH2:48][CH3:49])[N:27]4[N:50]=[CH:51][N:52]=[C:26]34)[CH2:20][C:19]=2[CH:18]=[N:17]1. (5) Given the product [CH3:33][S:34]([O:23][CH2:22][CH2:21][O:20][C:19]1[CH:24]=[CH:25][C:16]([C:5]2[O:4][C:3]([O:2][CH3:1])=[N:7][C:6]=2[C:8]2[CH:9]=[CH:10][C:11]([O:14][CH3:15])=[CH:12][CH:13]=2)=[CH:17][CH:18]=1)(=[O:36])=[O:35], predict the reactants needed to synthesize it. The reactants are: [CH3:1][O:2][C:3]1[O:4][C:5]([C:16]2[CH:25]=[CH:24][C:19]([O:20][CH2:21][CH2:22][OH:23])=[CH:18][CH:17]=2)=[C:6]([C:8]2[CH:13]=[CH:12][C:11]([O:14][CH3:15])=[CH:10][CH:9]=2)[N:7]=1.C(N(CC)CC)C.[CH3:33][S:34](Cl)(=[O:36])=[O:35]. (6) Given the product [CH3:13][C:2]1[N:18]2[CH:19]=[CH:20][C:15]([CH3:14])=[CH:16][C:17]2=[N:21][C:3]=1[CH:5]1[CH2:7][CH:6]1[C:8]([O:10][CH2:11][CH3:12])=[O:9], predict the reactants needed to synthesize it. The reactants are: Br[CH:2]([CH3:13])[C:3]([CH:5]1[CH2:7][CH:6]1[C:8]([O:10][CH2:11][CH3:12])=[O:9])=O.[CH3:14][C:15]1[CH:20]=[CH:19][N:18]=[C:17]([NH2:21])[CH:16]=1.